From a dataset of Forward reaction prediction with 1.9M reactions from USPTO patents (1976-2016). Predict the product of the given reaction. (1) The product is: [Cl:23][C:20]1[CH:19]=[C:18]([C:24]#[N:25])[N:17]([CH2:16][CH2:15][CH:14]([NH:13][C:4](=[O:6])[CH:3]([C:1]#[N:2])[CH:7]([CH3:12])[C:8]([CH3:11])([CH3:10])[CH3:9])[CH3:26])[C:21]=1[CH3:22]. Given the reactants [C:1]([CH:3]([CH:7]([CH3:12])[C:8]([CH3:11])([CH3:10])[CH3:9])[C:4]([OH:6])=O)#[N:2].[NH2:13][CH:14]([CH3:26])[CH2:15][CH2:16][N:17]1[C:21]([CH3:22])=[C:20]([Cl:23])[CH:19]=[C:18]1[C:24]#[N:25].C(N(CC)CC)C, predict the reaction product. (2) Given the reactants [CH3:1][N:2]([CH3:16])[S:3]([C:6]1[CH:7]=[C:8]([CH:13]=[CH:14][CH:15]=1)[C:9](OC)=[O:10])(=[O:5])=[O:4].[NH2:17][NH2:18], predict the reaction product. The product is: [NH:17]([C:9]([C:8]1[CH:7]=[C:6]([S:3]([N:2]([CH3:16])[CH3:1])(=[O:5])=[O:4])[CH:15]=[CH:14][CH:13]=1)=[O:10])[NH2:18]. (3) Given the reactants [C:1](Cl)(=O)[C:2]([Cl:4])=[O:3].[CH3:7][O:8][CH2:9][CH2:10][CH2:11][C:12]1[S:16][C:15]([C:17]2[CH:22]=[CH:21][CH:20]=[CH:19][CH:18]=2)=[N:14]C=1C([O-])=O, predict the reaction product. The product is: [CH3:7][O:8][CH2:9][CH2:10][CH2:11][C:12]1[S:16][C:15]([C:17]2[CH:22]=[CH:21][CH:20]=[CH:19][CH:18]=2)=[N:14][C:1]=1[C:2]([Cl:4])=[O:3]. (4) Given the reactants [CH:1]1([C:4]2[CH:5]=[CH:6][C:7]([C:17]([OH:19])=O)=[N:8][C:9]=2[O:10][CH2:11][CH:12]2[CH2:16][CH2:15][CH2:14][O:13]2)[CH2:3][CH2:2]1.[NH2:20][C:21]1([CH2:27][C:28]([NH2:30])=[O:29])[CH2:24][S:23](=[O:26])(=[O:25])[CH2:22]1.CN(C(ON1N=NC2C=CC=CC1=2)=[N+](C)C)C.[B-](F)(F)(F)F.CCN(C(C)C)C(C)C, predict the reaction product. The product is: [NH2:30][C:28](=[O:29])[CH2:27][C:21]1([NH:20][C:17]([C:7]2[CH:6]=[CH:5][C:4]([CH:1]3[CH2:2][CH2:3]3)=[C:9]([O:10][CH2:11][CH:12]3[CH2:16][CH2:15][CH2:14][O:13]3)[N:8]=2)=[O:19])[CH2:22][S:23](=[O:25])(=[O:26])[CH2:24]1. (5) Given the reactants [Br:1][C:2]1[CH:11]=[C:10]2[C:5]([CH:6]=[CH:7][N:8]=[C:9]2Cl)=[CH:4][CH:3]=1, predict the reaction product. The product is: [Br:1][C:2]1[CH:11]=[C:10]2[C:5]([CH:6]=[CH:7][N:8]=[CH:9]2)=[CH:4][CH:3]=1. (6) Given the reactants Cl.[Cl:2][CH2:3][C:4](=N)OCC.[NH2:9][C:10]1[CH:11]=[N:12][C:13]2[C:18]([C:19]=1[NH:20][CH:21]([CH3:28])[CH2:22][C:23]([O:25][CH2:26][CH3:27])=[O:24])=[CH:17][CH:16]=[CH:15][CH:14]=2, predict the reaction product. The product is: [Cl:2][CH2:3][C:4]1[N:20]([CH:21]([CH3:28])[CH2:22][C:23]([O:25][CH2:26][CH3:27])=[O:24])[C:19]2[C:18]3[CH:17]=[CH:16][CH:15]=[CH:14][C:13]=3[N:12]=[CH:11][C:10]=2[N:9]=1. (7) The product is: [C:28]([C:2]1[C:3]([C:16]([N:18]([O:20][CH3:21])[CH3:19])=[O:17])=[N:4][N:5]([CH2:7][C:8]2[CH:13]=[CH:12][C:11]([O:14][CH3:15])=[CH:10][CH:9]=2)[CH:6]=1)(=[O:29])[CH3:27]. Given the reactants I[C:2]1[C:3]([C:16]([N:18]([O:20][CH3:21])[CH3:19])=[O:17])=[N:4][N:5]([CH2:7][C:8]2[CH:13]=[CH:12][C:11]([O:14][CH3:15])=[CH:10][CH:9]=2)[CH:6]=1.IC1C=NN(CC2C=CC(OC)=CC=2)[C:27]=1[C:28](N(OC)C)=[O:29].C(OCCCC)=C.CCN(CC)CC.Cl, predict the reaction product. (8) Given the reactants [CH:1]1([NH:4][C:5]([C@H:7]2[CH2:11][CH2:10][CH2:9][N:8]2[C:12]2[CH:17]=[CH:16][C:15]([N+:18]([O-])=O)=[CH:14][CH:13]=2)=[O:6])[CH2:3][CH2:2]1.C([O-])=O.[NH4+], predict the reaction product. The product is: [CH:1]1([NH:4][C:5]([C@H:7]2[CH2:11][CH2:10][CH2:9][N:8]2[C:12]2[CH:13]=[CH:14][C:15]([NH2:18])=[CH:16][CH:17]=2)=[O:6])[CH2:2][CH2:3]1.